Task: Predict the product of the given reaction.. Dataset: Forward reaction prediction with 1.9M reactions from USPTO patents (1976-2016) (1) The product is: [CH3:26][N:25]([CH3:27])[CH:22]1[CH2:23][CH2:24][N:19]([C:16]2[CH:17]=[CH:18][C:12]3[N:11]=[C:10]([C:8]([C:6]4[CH:5]=[CH:4][N:3]=[C:2]([N:30]5[C:31]6[CH:37]=[CH:36][CH:35]=[CH:34][C:32]=6[N:33]=[C:29]5[CH3:28])[CH:7]=4)=[O:9])[NH:14][C:13]=3[CH:15]=2)[CH2:20][CH2:21]1. Given the reactants Br[C:2]1[CH:7]=[C:6]([C:8]([C:10]2[NH:14][C:13]3[CH:15]=[C:16]([N:19]4[CH2:24][CH2:23][CH:22]([N:25]([CH3:27])[CH3:26])[CH2:21][CH2:20]4)[CH:17]=[CH:18][C:12]=3[N:11]=2)=[O:9])[CH:5]=[CH:4][N:3]=1.[CH3:28][C:29]1[NH:30][C:31]2[CH:37]=[CH:36][CH:35]=[CH:34][C:32]=2[N:33]=1.CN[C@@H]1CCCC[C@H]1NC, predict the reaction product. (2) Given the reactants Cl[C:2]1[C:7]([F:8])=[C:6]([Cl:9])[C:5]([F:10])=[C:4]([Cl:11])[C:3]=1[F:12].C([Li])CCC.[F:18][C:19]1([F:34])[C:24]([F:26])([F:25])[C:23]([F:28])([F:27])[C:22]([F:30])([F:29])[C:21]([F:32])([F:31])[C:20]1=[O:33], predict the reaction product. The product is: [Cl:11][C:4]1[C:3]([F:12])=[C:2]([C:20]2([OH:33])[C:21]([F:32])([F:31])[C:22]([F:30])([F:29])[C:23]([F:27])([F:28])[C:24]([F:25])([F:26])[C:19]2([F:18])[F:34])[C:7]([F:8])=[C:6]([Cl:9])[C:5]=1[F:10]. (3) Given the reactants [C:1]([O:5][C:6]([N:8]1[CH2:13][CH2:12][N:11]([C:14]2[CH:15]=[C:16]([CH:20]=[C:21]([S:23]([F:28])([F:27])([F:26])([F:25])[F:24])[CH:22]=2)[C:17]([OH:19])=O)[CH2:10][CH2:9]1)=[O:7])([CH3:4])([CH3:3])[CH3:2].CN(C(ON1N=NC2C=CC=NC1=2)=[N+](C)C)C.F[P-](F)(F)(F)(F)F.CN1CCOCC1.[CH3:60][C:61]1[CH:67]=[CH:66][C:64]([NH2:65])=[CH:63][C:62]=1[N:68]1[C:75]2[N:71]([N:72]=[C:73]([C:76]3[CH:77]=[N:78][NH:79][CH:80]=3)[CH:74]=2)[CH:70]=[CH:69]1.N, predict the reaction product. The product is: [CH3:60][C:61]1[CH:67]=[CH:66][C:64]([NH:65][C:17]([C:16]2[CH:15]=[C:14]([N:11]3[CH2:12][CH2:13][N:8]([C:6]([O:5][C:1]([CH3:4])([CH3:3])[CH3:2])=[O:7])[CH2:9][CH2:10]3)[CH:22]=[C:21]([S:23]([F:26])([F:28])([F:27])([F:24])[F:25])[CH:20]=2)=[O:19])=[CH:63][C:62]=1[N:68]1[C:75]2[N:71]([N:72]=[C:73]([C:76]3[CH:77]=[N:78][NH:79][CH:80]=3)[CH:74]=2)[CH:70]=[CH:69]1. (4) Given the reactants O.NN.O=C1C2C(=CC=CC=2)C(=O)[N:6]1[O:15][CH:16]([C:25]1[CH:26]=[C:27]([CH:30]=[CH:31][CH:32]=1)[C:28]#[N:29])[C:17]([N:19]1[CH2:24][CH2:23][O:22][CH2:21][CH2:20]1)=[O:18], predict the reaction product. The product is: [NH2:6][O:15][CH:16]([C:25]1[CH:26]=[C:27]([CH:30]=[CH:31][CH:32]=1)[C:28]#[N:29])[C:17]([N:19]1[CH2:24][CH2:23][O:22][CH2:21][CH2:20]1)=[O:18]. (5) Given the reactants [ClH:1].CC(=O)OCC.[CH3:8][N:9]([CH3:23])[C@@H:10]1[CH2:15][CH2:14][CH2:13][N:12](C(OC(C)(C)C)=O)[CH2:11]1, predict the reaction product. The product is: [ClH:1].[ClH:1].[CH3:8][N:9]([CH3:23])[C@@H:10]1[CH2:15][CH2:14][CH2:13][NH:12][CH2:11]1.